This data is from Catalyst prediction with 721,799 reactions and 888 catalyst types from USPTO. The task is: Predict which catalyst facilitates the given reaction. (1) Reactant: [CH3:1][S:2]([C:5]1[CH:10]=[CH:9][CH:8]=[CH:7][C:6]=1[OH:11])(=[O:4])=[O:3].Br[C:13](C)(C)[C:14]([O:16][CH2:17][CH3:18])=[O:15].C([O-])([O-])=O.[K+].[K+]. Product: [CH3:1][S:2]([C:5]1[CH:10]=[CH:9][CH:8]=[CH:7][C:6]=1[O:11][CH2:13][C:14]([O:16][CH2:17][CH3:18])=[O:15])(=[O:3])=[O:4]. The catalyst class is: 23. (2) Reactant: [CH3:1][O:2][C:3]1[CH:10]=[CH:9][C:6]([CH2:7][OH:8])=[CH:5][CH:4]=1.[H-].[Na+].Cl[C:14]1[C:23]2[C:22](=[O:24])[N:21]([CH3:25])[CH:20]=[N:19][C:18]=2[CH:17]=[C:16]([Cl:26])[N:15]=1. Product: [Cl:26][C:16]1[N:15]=[C:14]([O:8][CH2:7][C:6]2[CH:9]=[CH:10][C:3]([O:2][CH3:1])=[CH:4][CH:5]=2)[C:23]2[C:22](=[O:24])[N:21]([CH3:25])[CH:20]=[N:19][C:18]=2[CH:17]=1. The catalyst class is: 3.